Predict the reactants needed to synthesize the given product. From a dataset of Full USPTO retrosynthesis dataset with 1.9M reactions from patents (1976-2016). (1) The reactants are: [C:1]([O:5][P:6]([O:43][C:44]([CH3:47])([CH3:46])[CH3:45])[O:7][C:8]1[CH:13]=[CH:12][C:11]([C:14]2[C:23](=[O:24])[C:22]3[C:17](=[CH:18][C:19]([O:25][CH2:26][C:27]4[N:28]=[C:29]([C:32]5[CH:37]=[C:36]([F:38])[CH:35]=[C:34]([C:39]([F:42])([F:41])[F:40])[CH:33]=5)[O:30][CH:31]=4)=[CH:20][CH:21]=3)[O:16][CH:15]=2)=[CH:10][CH:9]=1)([CH3:4])([CH3:3])[CH3:2].C([O:52]O)(C)(C)C.S(=O)(O)[O-].[Na+]. Given the product [P:6]([O:7][C:8]1[CH:13]=[CH:12][C:11]([C:14]2[C:23](=[O:24])[C:22]3[C:17](=[CH:18][C:19]([O:25][CH2:26][C:27]4[N:28]=[C:29]([C:32]5[CH:37]=[C:36]([F:38])[CH:35]=[C:34]([C:39]([F:42])([F:40])[F:41])[CH:33]=5)[O:30][CH:31]=4)=[CH:20][CH:21]=3)[O:16][CH:15]=2)=[CH:10][CH:9]=1)([O:5][C:1]([CH3:4])([CH3:3])[CH3:2])([O:43][C:44]([CH3:47])([CH3:46])[CH3:45])=[O:52], predict the reactants needed to synthesize it. (2) Given the product [N:15]1([C:2]2[N:10]=[C:9]([C:11]([F:14])([F:13])[F:12])[CH:8]=[CH:7][C:3]=2[C:4]([OH:6])=[O:5])[CH2:19][CH2:18][CH2:17][CH2:16]1, predict the reactants needed to synthesize it. The reactants are: Cl[C:2]1[N:10]=[C:9]([C:11]([F:14])([F:13])[F:12])[CH:8]=[CH:7][C:3]=1[C:4]([OH:6])=[O:5].[NH:15]1[CH2:19][CH2:18][CH2:17][CH2:16]1. (3) Given the product [CH3:15][N:11]1[CH2:12][CH2:13][CH2:14][N:8]([C:6]2[N:7]=[C:2]([C:21]3[O:22][C:18]([CH:16]=[O:17])=[CH:19][CH:20]=3)[CH:3]=[N:4][CH:5]=2)[CH2:9][CH2:10]1, predict the reactants needed to synthesize it. The reactants are: Cl[C:2]1[N:7]=[C:6]([N:8]2[CH2:14][CH2:13][CH2:12][N:11]([CH3:15])[CH2:10][CH2:9]2)[CH:5]=[N:4][CH:3]=1.[CH:16]([C:18]1[O:22][C:21](B(O)O)=[CH:20][CH:19]=1)=[O:17].C(=O)([O-])[O-].[Cs+].[Cs+].O. (4) Given the product [CH2:14]([N:5]([CH2:6][CH:7]([O:11][CH2:12][CH3:13])[O:8][CH2:9][CH3:10])[C:3]([CH:2]([NH:1][C:45](=[O:46])[CH2:44][CH:43]([NH:42][C:41]([NH:40][CH2:33][C:34]1[CH:39]=[CH:38][CH:37]=[CH:36][CH:35]=1)=[O:51])[CH2:48][CH:49]=[CH2:50])[CH2:21][C:22]1[CH:23]=[CH:24][C:25]([O:28][C:29]([CH3:30])([CH3:32])[CH3:31])=[CH:26][CH:27]=1)=[O:4])[C:15]1[CH:16]=[CH:17][CH:18]=[CH:19][CH:20]=1, predict the reactants needed to synthesize it. The reactants are: [NH2:1][CH:2]([CH2:21][C:22]1[CH:27]=[CH:26][C:25]([O:28][C:29]([CH3:32])([CH3:31])[CH3:30])=[CH:24][CH:23]=1)[C:3]([N:5]([CH2:14][C:15]1[CH:20]=[CH:19][CH:18]=[CH:17][CH:16]=1)[CH2:6][CH:7]([O:11][CH2:12][CH3:13])[O:8][CH2:9][CH3:10])=[O:4].[CH2:33]([NH:40][C:41](=[O:51])[NH:42][C@H:43]([CH2:48][CH:49]=[CH2:50])[CH2:44][C:45](O)=[O:46])[C:34]1[CH:39]=[CH:38][CH:37]=[CH:36][CH:35]=1.CCN=C=NCCCN(C)C.Cl.C1C=CC2N(O)N=NC=2C=1.CCN(C(C)C)C(C)C. (5) Given the product [F:35][C:2]1([F:1])[CH2:8][N:7]([CH2:9][CH2:10][C:11]2[CH:16]=[CH:15][CH:14]=[CH:13][CH:12]=2)[C:6]2[N:17]=[C:18]([NH:21][C:22]3[CH:30]=[CH:29][C:25]([C:26]([NH:50][CH2:49][CH2:48][CH2:47][N:46]([CH3:51])[CH3:45])=[O:27])=[CH:24][C:23]=3[O:31][CH3:32])[N:19]=[CH:20][C:5]=2[N:4]([CH3:33])[C:3]1=[O:34], predict the reactants needed to synthesize it. The reactants are: [F:1][C:2]1([F:35])[CH2:8][N:7]([CH2:9][CH2:10][C:11]2[CH:16]=[CH:15][CH:14]=[CH:13][CH:12]=2)[C:6]2[N:17]=[C:18]([NH:21][C:22]3[CH:30]=[CH:29][C:25]([C:26](O)=[O:27])=[CH:24][C:23]=3[O:31][CH3:32])[N:19]=[CH:20][C:5]=2[N:4]([CH3:33])[C:3]1=[O:34].C(N(C(C)C)C(C)C)C.[CH3:45][N:46]([CH3:51])[CH2:47][CH2:48][CH2:49][NH2:50]. (6) Given the product [F:1][C:2]1[CH:7]=[C:6]([F:8])[CH:5]=[CH:4][C:3]=1/[C:9](=[N:18]/[S@@:16]([C:13]([CH3:15])([CH3:14])[CH3:12])=[O:17])/[CH3:10], predict the reactants needed to synthesize it. The reactants are: [F:1][C:2]1[CH:7]=[C:6]([F:8])[CH:5]=[CH:4][C:3]=1[C:9](=O)[CH3:10].[CH3:12][C:13]([S@:16]([NH2:18])=[O:17])([CH3:15])[CH3:14].